This data is from Reaction yield outcomes from USPTO patents with 853,638 reactions. The task is: Predict the reaction yield, written as a fraction of the theoretical maximum amount of product (1.0 means a 100% yield; for example, 0.34 means a 34% yield). The reactants are C[O:2][C:3]([C:5]1[CH:10]=[N:9][C:8]([O:11][C:12]2[CH:13]=[CH:14][C:15]3[CH2:19][O:18][B:17]([OH:20])[C:16]=3[CH:21]=2)=[CH:7][N:6]=1)=[O:4].O[Li].O.Cl. The catalyst is CO. The product is [OH:20][B:17]1[C:16]2[CH:21]=[C:12]([O:11][C:8]3[N:9]=[CH:10][C:5]([C:3]([OH:4])=[O:2])=[N:6][CH:7]=3)[CH:13]=[CH:14][C:15]=2[CH2:19][O:18]1. The yield is 0.879.